This data is from Forward reaction prediction with 1.9M reactions from USPTO patents (1976-2016). The task is: Predict the product of the given reaction. Given the reactants [C:1]1([C:7]2[CH:12]=[CH:11][CH:10]=[CH:9][N:8]=2)[CH:6]=[CH:5][CH:4]=[CH:3][CH:2]=1.[OH:13]O, predict the reaction product. The product is: [C:1]1([C:7]2[CH:12]=[CH:11][CH:10]=[CH:9][N+:8]=2[O-:13])[CH:2]=[CH:3][CH:4]=[CH:5][CH:6]=1.